This data is from Reaction yield outcomes from USPTO patents with 853,638 reactions. The task is: Predict the reaction yield, written as a fraction of the theoretical maximum amount of product (1.0 means a 100% yield; for example, 0.34 means a 34% yield). The reactants are [Cl:1][C:2]1[C:3]([N:12]2[CH2:15][C:14]([CH2:17][O:18][C:19]3[C:28]([CH:29]4[CH2:31][CH2:30]4)=[CH:27][C:22]([C:23]([O:25]C)=[O:24])=[C:21]([F:32])[CH:20]=3)([CH3:16])[CH2:13]2)=[N:4][CH:5]=[C:6]([C:8]([F:11])([F:10])[F:9])[CH:7]=1.O1CCCC1.O.[OH-].[Li+]. The catalyst is O. The product is [Cl:1][C:2]1[C:3]([N:12]2[CH2:13][C:14]([CH2:17][O:18][C:19]3[C:28]([CH:29]4[CH2:30][CH2:31]4)=[CH:27][C:22]([C:23]([OH:25])=[O:24])=[C:21]([F:32])[CH:20]=3)([CH3:16])[CH2:15]2)=[N:4][CH:5]=[C:6]([C:8]([F:10])([F:11])[F:9])[CH:7]=1. The yield is 0.990.